From a dataset of Merck oncology drug combination screen with 23,052 pairs across 39 cell lines. Regression. Given two drug SMILES strings and cell line genomic features, predict the synergy score measuring deviation from expected non-interaction effect. (1) Drug 1: COC12C(COC(N)=O)C3=C(C(=O)C(C)=C(N)C3=O)N1CC1NC12. Drug 2: CCN(CC)CCNC(=O)c1c(C)[nH]c(C=C2C(=O)Nc3ccc(F)cc32)c1C. Cell line: NCIH520. Synergy scores: synergy=-3.75. (2) Drug 1: COc1cc(C2c3cc4c(cc3C(OC3OC5COC(C)OC5C(O)C3O)C3COC(=O)C23)OCO4)cc(OC)c1O. Drug 2: CC1(c2nc3c(C(N)=O)cccc3[nH]2)CCCN1. Cell line: NCIH460. Synergy scores: synergy=-4.32. (3) Drug 1: CN(Cc1cnc2nc(N)nc(N)c2n1)c1ccc(C(=O)NC(CCC(=O)O)C(=O)O)cc1. Drug 2: CC1(c2nc3c(C(N)=O)cccc3[nH]2)CCCN1. Cell line: COLO320DM. Synergy scores: synergy=0.371. (4) Drug 1: NC(=O)c1cccc2cn(-c3ccc(C4CCCNC4)cc3)nc12. Drug 2: Cc1nc(Nc2ncc(C(=O)Nc3c(C)cccc3Cl)s2)cc(N2CCN(CCO)CC2)n1. Cell line: PA1. Synergy scores: synergy=26.6. (5) Drug 1: N#Cc1ccc(Cn2cncc2CN2CCN(c3cccc(Cl)c3)C(=O)C2)cc1. Drug 2: C#Cc1cccc(Nc2ncnc3cc(OCCOC)c(OCCOC)cc23)c1. Cell line: A375. Synergy scores: synergy=24.8. (6) Drug 1: C#Cc1cccc(Nc2ncnc3cc(OCCOC)c(OCCOC)cc23)c1. Drug 2: CCC1(O)C(=O)OCc2c1cc1n(c2=O)Cc2cc3c(CN(C)C)c(O)ccc3nc2-1. Cell line: NCIH1650. Synergy scores: synergy=17.8. (7) Drug 2: Cn1c(=O)n(-c2ccc(C(C)(C)C#N)cc2)c2c3cc(-c4cnc5ccccc5c4)ccc3ncc21. Synergy scores: synergy=10.3. Cell line: MDAMB436. Drug 1: CC(=O)OC1C(=O)C2(C)C(O)CC3OCC3(OC(C)=O)C2C(OC(=O)c2ccccc2)C2(O)CC(OC(=O)C(O)C(NC(=O)c3ccccc3)c3ccccc3)C(C)=C1C2(C)C.